This data is from NCI-60 drug combinations with 297,098 pairs across 59 cell lines. The task is: Regression. Given two drug SMILES strings and cell line genomic features, predict the synergy score measuring deviation from expected non-interaction effect. (1) Drug 1: CCCS(=O)(=O)NC1=C(C(=C(C=C1)F)C(=O)C2=CNC3=C2C=C(C=N3)C4=CC=C(C=C4)Cl)F. Drug 2: CS(=O)(=O)CCNCC1=CC=C(O1)C2=CC3=C(C=C2)N=CN=C3NC4=CC(=C(C=C4)OCC5=CC(=CC=C5)F)Cl. Cell line: U251. Synergy scores: CSS=8.05, Synergy_ZIP=2.18, Synergy_Bliss=8.62, Synergy_Loewe=7.74, Synergy_HSA=8.26. (2) Drug 2: CCC1(CC2CC(C3=C(CCN(C2)C1)C4=CC=CC=C4N3)(C5=C(C=C6C(=C5)C78CCN9C7C(C=CC9)(C(C(C8N6C)(C(=O)OC)O)OC(=O)C)CC)OC)C(=O)OC)O.OS(=O)(=O)O. Cell line: HCT-15. Drug 1: C1=CC(=CC=C1CCC2=CNC3=C2C(=O)NC(=N3)N)C(=O)NC(CCC(=O)O)C(=O)O. Synergy scores: CSS=45.1, Synergy_ZIP=1.90, Synergy_Bliss=-0.101, Synergy_Loewe=-3.03, Synergy_HSA=0.334. (3) Drug 1: CC1=CC2C(CCC3(C2CCC3(C(=O)C)OC(=O)C)C)C4(C1=CC(=O)CC4)C. Drug 2: CC1=C(C(CCC1)(C)C)C=CC(=CC=CC(=CC(=O)O)C)C. Cell line: IGROV1. Synergy scores: CSS=0.121, Synergy_ZIP=-0.421, Synergy_Bliss=-1.51, Synergy_Loewe=-5.20, Synergy_HSA=-3.02. (4) Drug 1: C1=CC=C(C(=C1)C(C2=CC=C(C=C2)Cl)C(Cl)Cl)Cl. Drug 2: C#CCC(CC1=CN=C2C(=N1)C(=NC(=N2)N)N)C3=CC=C(C=C3)C(=O)NC(CCC(=O)O)C(=O)O. Cell line: A498. Synergy scores: CSS=1.34, Synergy_ZIP=-1.82, Synergy_Bliss=-3.51, Synergy_Loewe=-25.0, Synergy_HSA=-3.22. (5) Drug 1: CN(CC1=CN=C2C(=N1)C(=NC(=N2)N)N)C3=CC=C(C=C3)C(=O)NC(CCC(=O)O)C(=O)O. Drug 2: C1CNP(=O)(OC1)N(CCCl)CCCl. Cell line: UO-31. Synergy scores: CSS=46.6, Synergy_ZIP=0.863, Synergy_Bliss=0.168, Synergy_Loewe=-36.6, Synergy_HSA=-3.32. (6) Drug 1: CN1C2=C(C=C(C=C2)N(CCCl)CCCl)N=C1CCCC(=O)O.Cl. Drug 2: COCCOC1=C(C=C2C(=C1)C(=NC=N2)NC3=CC=CC(=C3)C#C)OCCOC.Cl. Cell line: RPMI-8226. Synergy scores: CSS=1.56, Synergy_ZIP=-0.594, Synergy_Bliss=-0.587, Synergy_Loewe=-0.436, Synergy_HSA=-0.851. (7) Drug 2: C1=CC=C(C(=C1)C(C2=CC=C(C=C2)Cl)C(Cl)Cl)Cl. Drug 1: CN(C)N=NC1=C(NC=N1)C(=O)N. Cell line: ACHN. Synergy scores: CSS=16.1, Synergy_ZIP=-5.06, Synergy_Bliss=-0.146, Synergy_Loewe=-3.36, Synergy_HSA=0.00609.